Dataset: Catalyst prediction with 721,799 reactions and 888 catalyst types from USPTO. Task: Predict which catalyst facilitates the given reaction. (1) Reactant: [CH2:1]1[C:3]2([CH2:8][O:7][CH:6]([CH2:9][O:10][C:11]3[CH:16]=[CH:15][N:14]=[C:13]([CH2:17][S:18][C:19]4[NH:23][C:22]5[CH:24]=[CH:25][CH:26]=[CH:27][C:21]=5[N:20]=4)[C:12]=3[CH3:28])[O:5][CH2:4]2)[CH2:2]1.ClC1C=CC=C(C(OO)=[O:37])C=1.C(=O)([O-])O.[Na+]. Product: [CH2:2]1[C:3]2([CH2:4][O:5][CH:6]([CH2:9][O:10][C:11]3[CH:16]=[CH:15][N:14]=[C:13]([CH2:17][S:18]([C:19]4[NH:20][C:21]5[CH:27]=[CH:26][CH:25]=[CH:24][C:22]=5[N:23]=4)=[O:37])[C:12]=3[CH3:28])[O:7][CH2:8]2)[CH2:1]1. The catalyst class is: 442. (2) The catalyst class is: 4. Reactant: [N:1]1[CH:6]=[CH:5][C:4]([CH2:7][N:8]2[C:12]3=[N:13][CH:14]=[CH:15][C:16]([NH2:17])=[C:11]3[CH:10]=[CH:9]2)=[CH:3][CH:2]=1.CN(C)C=O.[Br:23][C:24]1[CH:29]=[CH:28][C:27]([O:30][CH3:31])=[C:26]([N:32]=[C:33]=[O:34])[CH:25]=1. Product: [Br:23][C:24]1[CH:29]=[CH:28][C:27]([O:30][CH3:31])=[C:26]([NH:32][C:33]([NH:17][C:16]2[CH:15]=[CH:14][N:13]=[C:12]3[N:8]([CH2:7][C:4]4[CH:5]=[CH:6][N:1]=[CH:2][CH:3]=4)[CH:9]=[CH:10][C:11]=23)=[O:34])[CH:25]=1. (3) Reactant: [Br:1][C:2]1[C:10]2[CH2:9][O:8][C:7](=[O:11])[C:6]=2[CH:5]=[CH:4][C:3]=1Br.[CH2:13]([Sn](CCCC)(CCCC)CCCC)[CH:14]=[CH2:15].[Cl-].[Li+]. Product: [CH2:15]([C:3]1[CH:4]=[CH:5][C:6]2[C:7](=[O:11])[O:8][CH2:9][C:10]=2[C:2]=1[Br:1])[CH:14]=[CH2:13]. The catalyst class is: 206.